This data is from Forward reaction prediction with 1.9M reactions from USPTO patents (1976-2016). The task is: Predict the product of the given reaction. (1) The product is: [F:28][C:18]1[CH:19]=[CH:20][CH:21]=[C:22]([N:23]2[N:27]=[CH:26][CH:25]=[N:24]2)[C:17]=1[C:16]([N:12]1[CH2:13][CH:14]2[CH:10]([CH2:9][NH:8][CH2:15]2)[CH2:11]1)=[O:29]. Given the reactants C(OC([N:8]1[CH2:15][CH:14]2[CH:10]([CH2:11][N:12]([C:16](=[O:29])[C:17]3[C:22]([N:23]4[N:27]=[CH:26][CH:25]=[N:24]4)=[CH:21][CH:20]=[CH:19][C:18]=3[F:28])[CH2:13]2)[CH2:9]1)=O)(C)(C)C.C(O)(C(F)(F)F)=O, predict the reaction product. (2) Given the reactants [C:1]([O:5][C:6](=[O:19])[NH:7][CH2:8][C:9]1([C:16](=O)[NH2:17])[CH2:11][CH:10]1[CH2:12][CH:13]([CH3:15])[CH3:14])([CH3:4])([CH3:3])[CH3:2].N1C(Cl)=NC(Cl)=NC=1Cl.[OH-].[Na+], predict the reaction product. The product is: [C:1]([O:5][C:6](=[O:19])[NH:7][CH2:8][C:9]1([C:16]#[N:17])[CH2:11][CH:10]1[CH2:12][CH:13]([CH3:14])[CH3:15])([CH3:2])([CH3:4])[CH3:3]. (3) Given the reactants [CH2:1]1[CH2:14][O:13][C:8]23[O:9][CH2:10][CH2:11][O:12][C:3]2([C@:4]2([CH2:27][CH2:26][C@H:25]4[C@@H:15]([C@@H:16]([CH2:28][OH:29])[CH2:17][CH:18]5[C@:23]4([CH3:24])[CH2:22][CH2:21][CH2:20][CH2:19]5)[C@@H:6]2[CH2:7]3)[CH3:5])[O:2]1.C1COC23OCCOC2([C@]2(CC[C@H]4[C@@H](C(=C)CC5[C@]4(C)CCCC5)[C@@H]2C3)C)O1.C1COC23OCCOC2([C@]2(CC[C@H]4[C@@H](C[C@@H](CO)C5[C@]4(C)CCCC5)[C@@H]2C3)C)O1, predict the reaction product. The product is: [CH2:11]1[CH2:10][O:9][C:8]23[O:13][CH2:14][CH2:1][O:2][C:3]2([C@:4]2([CH2:27][CH2:26][C@H:25]4[C@@H:15]([C@H:16]([CH2:28][OH:29])[CH2:17][CH:18]5[C@:23]4([CH3:24])[CH2:22][CH2:21][CH2:20][CH2:19]5)[C@@H:6]2[CH2:7]3)[CH3:5])[O:12]1. (4) The product is: [Cl:5][C:6]1[CH:15]=[C:14]([I:16])[C:13]([O:17][CH:2]([CH3:4])[CH3:3])=[C:12]2[C:7]=1[CH:8]=[CH:9][CH:10]=[N:11]2. Given the reactants Br[CH:2]([CH3:4])[CH3:3].[Cl:5][C:6]1[CH:15]=[C:14]([I:16])[C:13]([OH:17])=[C:12]2[C:7]=1[CH:8]=[CH:9][CH:10]=[N:11]2.C([O-])([O-])=O.[K+].[K+].[NH4+].[Cl-], predict the reaction product. (5) Given the reactants C1(N=C=NC2CCCCC2)CCCCC1.[C:16]([OH:33])(=[O:32])[CH2:17][CH2:18][CH2:19][CH2:20][CH2:21][CH2:22][CH2:23][CH2:24][CH2:25][CH2:26][CH2:27][CH2:28][CH2:29][CH2:30][CH3:31].[F:34][C:35]1[C:40](O)=[C:39]([F:42])[C:38]([F:43])=[C:37]([F:44])[C:36]=1[F:45], predict the reaction product. The product is: [C:16]([O:33][C:40]1[C:39]([F:42])=[C:38]([F:43])[C:37]([F:44])=[C:36]([F:45])[C:35]=1[F:34])(=[O:32])[CH2:17][CH2:18][CH2:19][CH2:20][CH2:21][CH2:22][CH2:23][CH2:24][CH2:25][CH2:26][CH2:27][CH2:28][CH2:29][CH2:30][CH3:31]. (6) Given the reactants [S:1]1[CH:5]=[CH:4][CH:3]=[C:2]1[C:6]1[CH:11]=[CH:10][C:9]([NH:12]C(=O)OC(C)(C)C)=[C:8]([NH:20][C:21](=[O:25])[O:22][CH2:23][CH3:24])[CH:7]=1.Cl, predict the reaction product. The product is: [NH2:12][C:9]1[CH:10]=[CH:11][C:6]([C:2]2[S:1][CH:5]=[CH:4][CH:3]=2)=[CH:7][C:8]=1[NH:20][C:21](=[O:25])[O:22][CH2:23][CH3:24].